This data is from Full USPTO retrosynthesis dataset with 1.9M reactions from patents (1976-2016). The task is: Predict the reactants needed to synthesize the given product. (1) The reactants are: [CH:1]([O:14][C:15]1[C:16]2[C:29](=[O:30])[N:28]([CH2:31][C:32]3[CH:37]=[CH:36][C:35]([O:38][CH3:39])=[CH:34][CH:33]=3)[CH2:27][C:17]=2[C:18]([CH2:25]O)=[C:19]2[C:24]=1[N:23]=[CH:22][CH:21]=[CH:20]2)([C:8]1[CH:13]=[CH:12][CH:11]=[CH:10][CH:9]=1)[C:2]1[CH:7]=[CH:6][CH:5]=[CH:4][CH:3]=1.C(Br)(Br)(Br)[Br:41].C1(P(C2C=CC=CC=2)C2C=CC=CC=2)C=CC=CC=1. Given the product [CH:1]([O:14][C:15]1[C:16]2[C:29](=[O:30])[N:28]([CH2:31][C:32]3[CH:37]=[CH:36][C:35]([O:38][CH3:39])=[CH:34][CH:33]=3)[CH2:27][C:17]=2[C:18]([CH2:25][Br:41])=[C:19]2[C:24]=1[N:23]=[CH:22][CH:21]=[CH:20]2)([C:8]1[CH:13]=[CH:12][CH:11]=[CH:10][CH:9]=1)[C:2]1[CH:7]=[CH:6][CH:5]=[CH:4][CH:3]=1, predict the reactants needed to synthesize it. (2) Given the product [C:48]([O:52][C:53](=[O:89])[N:54]([CH2:87][CH3:88])[CH2:55][C:56]1[CH:57]=[N:58][CH:59]=[C:60]([C:63]2[CH:64]=[C:65]3[C:69](=[CH:70][CH:71]=2)[N:68]([CH:72]2[CH2:77][CH2:76][CH2:75][CH2:74][O:73]2)[N:67]=[C:66]3[C:78]2[NH:82][C:81]([CH3:83])=[C:80]([CH2:86][CH3:85])[N:79]=2)[C:61]=1[CH3:62])([CH3:51])([CH3:50])[CH3:49], predict the reactants needed to synthesize it. The reactants are: C(OC(=O)N(CC)CC1C=NC=C(C2C=C3C(=CC=2)N(C2CCCCO2)N=C3C=O)C=1C)(C)(C)C.CC(=O)C(=O)CC.C([O-])(=O)C.[NH4+].[C:48]([O:52][C:53](=[O:89])[N:54]([CH2:87][CH3:88])[CH2:55][C:56]1[CH:57]=[N:58][CH:59]=[C:60]([C:63]2[CH:64]=[C:65]3[C:69](=[CH:70][CH:71]=2)[N:68]([CH:72]2[CH2:77][CH2:76][CH2:75][CH2:74][O:73]2)[N:67]=[C:66]3[C:78]2[NH:82][C:81]3[CH2:83]C[CH2:85][CH2:86][C:80]=3[N:79]=2)[C:61]=1[CH3:62])([CH3:51])([CH3:50])[CH3:49]. (3) Given the product [CH2:1]([N:8]1[C:16]2[C:11](=[CH:12][CH:13]=[C:14]([N+:17]([O-:19])=[O:18])[CH:15]=2)[C:10]([C:20]([OH:28])([C:24]([F:25])([F:27])[F:26])[CH2:21][C:22]([OH:30])=[O:23])=[CH:9]1)[C:2]1[CH:3]=[CH:4][CH:5]=[CH:6][CH:7]=1, predict the reactants needed to synthesize it. The reactants are: [CH2:1]([N:8]1[C:16]2[C:11](=[CH:12][CH:13]=[C:14]([N+:17]([O-:19])=[O:18])[CH:15]=2)[C:10]([C:20]([OH:28])([C:24]([F:27])([F:26])[F:25])[CH2:21][CH:22]=[O:23])=[CH:9]1)[C:2]1[CH:7]=[CH:6][CH:5]=[CH:4][CH:3]=1.Cl([O-])=[O:30].[Na+].O.O.P([O-])(O)(O)=O.[Na+].CC(=CC)C.S([O-])([O-])(=O)=S.[Na+].[Na+]. (4) Given the product [CH3:15][O:14][C:12]([C:10]1[S:11][C:7]([CH2:6][CH:5]=[S:4])=[CH:8][CH:9]=1)=[O:13], predict the reactants needed to synthesize it. The reactants are: C([S:4][CH2:5][CH2:6][C:7]1[S:11][C:10]([C:12]([O:14][CH3:15])=[O:13])=[CH:9][CH:8]=1)(=O)C. (5) Given the product [Cl:1][C:2]1[CH:7]=[CH:6][C:5]([N:8]=[C:9]2[N:13]([CH2:22][CH:23]([CH3:25])[CH3:24])[C@@H:12]([CH:14]([CH2:16][CH3:17])[CH3:15])[CH2:11][S:10]2)=[CH:4][C:3]=1[C:18]([F:19])([F:21])[F:20], predict the reactants needed to synthesize it. The reactants are: [Cl:1][C:2]1[CH:7]=[CH:6][C:5]([N:8]=[C:9]2[NH:13][C@@H:12]([CH:14]([CH2:16][CH3:17])[CH3:15])[CH2:11][S:10]2)=[CH:4][C:3]=1[C:18]([F:21])([F:20])[F:19].[CH2:22](Br)[CH:23]([CH3:25])[CH3:24]. (6) Given the product [CH3:25][C:35]1([OH:34])[CH2:36][CH:10]([CH3:11])[CH2:9][C:8]2[N:7]=[N:6][C:5]([C:12]3[CH:17]=[CH:16][CH:15]=[C:14]([C:18]([F:20])([F:19])[F:21])[CH:13]=3)=[CH:4][C:3]1=2, predict the reactants needed to synthesize it. The reactants are: O=C1[CH2:11][CH2:10][CH2:9][C:8]2[N:7]=[N:6][C:5]([C:12]3[CH:17]=[CH:16][CH:15]=[C:14]([C:18]([F:21])([F:20])[F:19])[CH:13]=3)=[CH:4][C:3]1=2.C[Mg]Cl.[CH3:25]CCCCC.C([O:34][CH2:35][CH3:36])(=O)C. (7) Given the product [C:22]([O-:41])(=[O:40])[CH2:23][CH2:24][CH2:25][CH2:26]/[CH:27]=[CH:28]\[CH2:29]/[CH:30]=[CH:31]\[CH2:32]/[CH:33]=[CH:34]\[CH2:35][CH2:36][CH2:37][CH2:38][CH3:39].[CH2:4]([NH+:5]1[CH2:6][CH2:7][CH2:8][CH2:9][CH:10]1[C:11](=[O:12])[NH:13][C:14]1[C:19]([CH3:20])=[CH:18][CH:17]=[CH:16][C:15]=1[CH3:21])[CH2:3][CH2:2][CH3:1], predict the reactants needed to synthesize it. The reactants are: [CH3:1][CH2:2][CH2:3][CH2:4][N:5]1[CH:10]([C:11]([NH:13][C:14]2[C:15]([CH3:21])=[CH:16][CH:17]=[CH:18][C:19]=2[CH3:20])=[O:12])[CH2:9][CH2:8][CH2:7][CH2:6]1.[C:22]([OH:41])(=[O:40])[CH2:23][CH2:24][CH2:25][CH2:26]/[CH:27]=[CH:28]\[CH2:29]/[CH:30]=[CH:31]\[CH2:32]/[CH:33]=[CH:34]\[CH2:35][CH2:36][CH2:37][CH2:38][CH3:39]. (8) Given the product [CH3:1][O:2][C:3]1[CH:4]=[C:5]2[C:10](=[CH:11][CH:12]=1)[C:9](=[O:13])[N:8]([CH3:14])[C:7]([CH:15]1[CH2:20][CH2:19][CH2:18][N:17]([S:37]([CH3:36])(=[O:39])=[O:38])[CH2:16]1)=[C:6]2[C:21]1[CH:22]=[CH:23][CH:24]=[CH:25][CH:26]=1, predict the reactants needed to synthesize it. The reactants are: [CH3:1][O:2][C:3]1[CH:4]=[C:5]2[C:10](=[CH:11][CH:12]=1)[C:9](=[O:13])[N:8]([CH3:14])[C:7]([CH:15]1[CH2:20][CH2:19][CH2:18][NH:17][CH2:16]1)=[C:6]2[C:21]1[CH:26]=[CH:25][CH:24]=[CH:23][CH:22]=1.C(N(CC)C(C)C)(C)C.[CH3:36][S:37](Cl)(=[O:39])=[O:38].C(=O)(O)[O-].[Na+].